Task: Predict the reaction yield, written as a fraction of the theoretical maximum amount of product (1.0 means a 100% yield; for example, 0.34 means a 34% yield).. Dataset: Reaction yield outcomes from USPTO patents with 853,638 reactions The reactants are [CH3:1][O:2][CH2:3][CH2:4][O:5][CH2:6][CH2:7][O:8][CH2:9][CH2:10][O:11][C:12]1[CH:18]=[CH:17][C:15]([NH2:16])=[CH:14][CH:13]=1.[N:19]([O-])=O.[Na+].[F:23][C:24]1[CH:29]=[CH:28][CH:27]=[C:26]([F:30])[C:25]=1[OH:31]. The catalyst is O.Cl.[OH-].[K+]. The product is [F:23][C:24]1[CH:29]=[C:28]([N:19]=[N:16][C:15]2[CH:14]=[CH:13][C:12]([O:11][CH2:10][CH2:9][O:8][CH2:7][CH2:6][O:5][CH2:4][CH2:3][O:2][CH3:1])=[CH:18][CH:17]=2)[CH:27]=[C:26]([F:30])[C:25]=1[OH:31]. The yield is 0.140.